This data is from CYP3A4 inhibition data for predicting drug metabolism from PubChem BioAssay. The task is: Regression/Classification. Given a drug SMILES string, predict its absorption, distribution, metabolism, or excretion properties. Task type varies by dataset: regression for continuous measurements (e.g., permeability, clearance, half-life) or binary classification for categorical outcomes (e.g., BBB penetration, CYP inhibition). Dataset: cyp3a4_veith. (1) The drug is Cc1ccc(Nc2c([N+](=O)[O-])ccc3c2=NC2(CCCCC2)N=3)cc1. The result is 1 (inhibitor). (2) The compound is CCN1C(=O)[C@H]2CC[C@H]3/C(=N\O[C@@H](C)CN4CCCCc5nc(C)c(C)cc54)C[C@@H](O)[C@@H](O)[C@@H]3[C@@H]2C1=O. The result is 1 (inhibitor). (3) The molecule is Cn1c(SCC(=O)N2CCN(S(=O)(=O)c3ccccc3)CC2)nc2ccccc21. The result is 1 (inhibitor). (4) The compound is O=C(CSc1cccc2cccnc12)OCC(=O)c1ccccc1. The result is 0 (non-inhibitor). (5) The molecule is Cc1cc(C)c(S(=O)(=O)Nc2ccccc2C(F)(F)F)c(C)c1. The result is 1 (inhibitor).